Dataset: Experimentally validated miRNA-target interactions with 360,000+ pairs, plus equal number of negative samples. Task: Binary Classification. Given a miRNA mature sequence and a target amino acid sequence, predict their likelihood of interaction. The miRNA is hsa-miR-382-5p with sequence GAAGUUGUUCGUGGUGGAUUCG. The protein sequence of the target gene is METDCNPMELSSMSGFEEGSELNGFEGTDMKDMRLEAEAVVNDVLFAVNNMFVSKSLRCADDVAYINVETKERNRYCLELTEAGLKVVGYAFDQVDDHLQTPYHETVYSLLDTLSPAYREAFGNALLQRLEALKRDGQS. Result: 1 (interaction).